Dataset: Reaction yield outcomes from USPTO patents with 853,638 reactions. Task: Predict the reaction yield, written as a fraction of the theoretical maximum amount of product (1.0 means a 100% yield; for example, 0.34 means a 34% yield). (1) The reactants are Br[C:2]1[CH:7]=[C:6]([Br:8])[N:5]=[C:4]([C:9]#[N:10])[C:3]=1[OH:11].[CH3:12][O-:13].[Na+]. The catalyst is CS(C)=O.CO. The product is [Br:8][C:6]1[N:5]=[C:4]([C:9]#[N:10])[C:3]([OH:11])=[C:2]([O:13][CH3:12])[CH:7]=1. The yield is 0.830. (2) The reactants are Cl.[F:2][C:3]1[CH:8]=[CH:7][CH:6]=[CH:5][C:4]=1[C:9]1[C:10]2[C:14]([CH:15]=[CH:16][CH:17]=1)=[N:13][N:12]1[C:18]([CH:23]3[CH2:28][CH2:27][NH:26][CH2:25][CH2:24]3)=[CH:19][C:20](=[O:22])[NH:21][C:11]=21.[OH-].[Na+]. The catalyst is Cl. The product is [F:2][C:3]1[CH:8]=[CH:7][CH:6]=[CH:5][C:4]=1[C:9]1[C:10]2[C:14]([CH:15]=[CH:16][CH:17]=1)=[N:13][N:12]1[C:18]([CH:23]3[CH2:28][CH2:27][NH:26][CH2:25][CH2:24]3)=[CH:19][C:20](=[O:22])[NH:21][C:11]=21. The yield is 0.420. (3) The reactants are [OH:1][C:2]1[CH:9]=[CH:8][C:5]([CH:6]=[O:7])=[CH:4][C:3]=1[O:10][CH3:11].[Cl:12][C:13]1[CH:20]=[CH:19][C:16]([CH2:17]Br)=[CH:15][CH:14]=1.C(=O)([O-])[O-].[K+].[K+]. The catalyst is C(#N)C. The product is [Cl:12][C:13]1[CH:20]=[CH:19][C:16]([CH2:17][O:1][C:2]2[CH:9]=[CH:8][C:5]([CH:6]=[O:7])=[CH:4][C:3]=2[O:10][CH3:11])=[CH:15][CH:14]=1. The yield is 0.930. (4) The reactants are [CH:1]([S:4][C:5]1[C:10]([C:11]#N)=[CH:9][C:8]([CH3:13])=[CH:7][N:6]=1)([CH3:3])[CH3:2].[OH-:14].[K+].Cl.[OH2:17]. The catalyst is CS(C)=O. The product is [CH:1]([S:4][C:5]1[N:6]=[CH:7][C:8]([CH3:13])=[CH:9][C:10]=1[C:11]([OH:17])=[O:14])([CH3:3])[CH3:2]. The yield is 0.730. (5) The reactants are [Br:1][C:2]1[CH:3]=[CH:4][C:5]2[NH:6][C:7]3[C:12]([C:13]=2[CH:14]=1)=[CH:11][C:10]([Br:15])=[CH:9][CH:8]=3.[H-].[Na+].[C:18]([O:23][CH3:24])(=[O:22])[CH:19]1[O:21][CH2:20]1. The catalyst is CN(C=O)C. The product is [Br:15][C:10]1[CH:9]=[CH:8][C:7]2[N:6]([CH2:20][CH:19]([OH:21])[C:18]([O:23][CH3:24])=[O:22])[C:5]3[C:13]([C:12]=2[CH:11]=1)=[CH:14][C:2]([Br:1])=[CH:3][CH:4]=3. The yield is 0.320. (6) The reactants are [Br:1][C:2]1[C:3](Cl)=[CH:4][C:5](=[O:9])[N:6]([CH3:8])[CH:7]=1.[CH:11]1([CH2:14][NH2:15])[CH2:13][CH2:12]1. The catalyst is O1CCOCC1. The product is [Br:1][C:2]1[C:3]([NH:15][CH2:14][CH:11]2[CH2:13][CH2:12]2)=[CH:4][C:5](=[O:9])[N:6]([CH3:8])[CH:7]=1. The yield is 0.820. (7) The reactants are [Br:1][C:2]1[CH:3]=[C:4]([CH:20]=[CH:21][CH:22]=1)[CH2:5][N:6]1[C:14]2[C:13](=[O:15])[N:12]([CH3:16])[C:11](=[O:17])[N:10]([CH3:18])[C:9]=2[N:8]=[C:7]1Cl.C(=O)([O-])[O-].[K+].[K+].[F:29][C:30]([F:39])([F:38])[C:31]1[CH:32]=[C:33]([OH:37])[CH:34]=[CH:35][CH:36]=1. The catalyst is CN(C=O)C.O. The product is [Br:1][C:2]1[CH:3]=[C:4]([CH:20]=[CH:21][CH:22]=1)[CH2:5][N:6]1[C:14]2[C:13](=[O:15])[N:12]([CH3:16])[C:11](=[O:17])[N:10]([CH3:18])[C:9]=2[N:8]=[C:7]1[O:37][C:33]1[CH:34]=[CH:35][CH:36]=[C:31]([C:30]([F:29])([F:38])[F:39])[CH:32]=1. The yield is 0.390. (8) The reactants are Cl.[F:2][C:3]1[CH:4]=[CH:5][C:6]([C@@H:9]([NH2:11])[CH3:10])=[N:7][CH:8]=1.CCN(C(C)C)C(C)C.[Cl:21][C:22]1[N:27]=[C:26](Cl)[CH:25]=[C:24]([Cl:29])[N:23]=1.O. The catalyst is C(O)C. The product is [Cl:21][C:22]1[N:27]=[C:26]([NH:11][C@H:9]([C:6]2[CH:5]=[CH:4][C:3]([F:2])=[CH:8][N:7]=2)[CH3:10])[CH:25]=[C:24]([Cl:29])[N:23]=1. The yield is 0.570.